This data is from Catalyst prediction with 721,799 reactions and 888 catalyst types from USPTO. The task is: Predict which catalyst facilitates the given reaction. (1) Reactant: [Na].[Cl:2][C:3]1[CH:4]=[C:5]([CH:18]=[CH:19][CH:20]=1)[C:6]([C:11]1[CH:16]=[CH:15][CH:14]=[C:13]([Cl:17])[CH:12]=1)([OH:10])[C:7]([OH:9])=[O:8].[CH3:21]I.O. Product: [Cl:2][C:3]1[CH:4]=[C:5]([CH:18]=[CH:19][CH:20]=1)[C:6]([C:11]1[CH:16]=[CH:15][CH:14]=[C:13]([Cl:17])[CH:12]=1)([OH:10])[C:7]([O:9][CH3:21])=[O:8]. The catalyst class is: 621. (2) Reactant: [CH2:1]([NH:5][C:6]1[N:11]=[C:10]([NH:12][CH2:13][CH:14]([CH3:16])[CH3:15])[N:9]=[C:8]([C:17]#[C:18][Si](C)(C)C)[N:7]=1)[CH:2]([CH3:4])[CH3:3].[F-].C([N+](CCCC)(CCCC)CCCC)CCC. Product: [C:17]([C:8]1[N:7]=[C:6]([NH:5][CH2:1][CH:2]([CH3:3])[CH3:4])[N:11]=[C:10]([NH:12][CH2:13][CH:14]([CH3:16])[CH3:15])[N:9]=1)#[CH:18]. The catalyst class is: 1. (3) Reactant: [N+:1]([C:4]1[C:5]([NH2:14])=[N:6][CH:7]=[C:8]([C:10]([F:13])([F:12])[F:11])[CH:9]=1)([O-])=O. Product: [F:13][C:10]([F:11])([F:12])[C:8]1[CH:9]=[C:4]([NH2:1])[C:5]([NH2:14])=[N:6][CH:7]=1. The catalyst class is: 227. (4) Reactant: [NH2:1][C:2]1[C:10]2[C:9]([C:11]3[CH:16]=[CH:15][CH:14]=[C:13]([NH2:17])[CH:12]=3)=[N:8][C:7]([NH:18][CH:19]3[CH2:21][CH2:20]3)=[N:6][C:5]=2[S:4][C:3]=1[C:22]([NH2:24])=[O:23].[F:25][C:26]([F:37])([F:36])[C:27]1[CH:32]=[CH:31][C:30]([N:33]=[C:34]=[O:35])=[CH:29][CH:28]=1. Product: [NH2:1][C:2]1[C:10]2[C:9]([C:11]3[CH:16]=[CH:15][CH:14]=[C:13]([NH:17][C:34]([NH:33][C:30]4[CH:29]=[CH:28][C:27]([C:26]([F:25])([F:36])[F:37])=[CH:32][CH:31]=4)=[O:35])[CH:12]=3)=[N:8][C:7]([NH:18][CH:19]3[CH2:20][CH2:21]3)=[N:6][C:5]=2[S:4][C:3]=1[C:22]([NH2:24])=[O:23]. The catalyst class is: 1. (5) Reactant: [CH:1]1([C:4]([C:6]2[CH:11]=[CH:10][C:9]([OH:12])=[CH:8][C:7]=2F)=O)[CH2:3][CH2:2]1.C([O-])(=O)C.[Na+].Cl.Cl.[CH2:21]([NH:28][NH2:29])[C:22]1[CH:27]=[CH:26][CH:25]=[CH:24][CH:23]=1.O. Product: [CH2:21]([N:28]1[C:7]2[C:6](=[CH:11][CH:10]=[C:9]([OH:12])[CH:8]=2)[C:4]([CH:1]2[CH2:3][CH2:2]2)=[N:29]1)[C:22]1[CH:27]=[CH:26][CH:25]=[CH:24][CH:23]=1. The catalyst class is: 113.